This data is from Forward reaction prediction with 1.9M reactions from USPTO patents (1976-2016). The task is: Predict the product of the given reaction. (1) Given the reactants [Cl:1][C:2]1[N:7]=[N:6][C:5]([O:8][C:9]2[C:14]([CH3:15])=[CH:13][CH:12]=[CH:11][C:10]=2[CH3:16])=[C:4]([O:17][CH3:18])[CH:3]=1.ClC1C=CC=C(C(OO)=[O:27])C=1, predict the reaction product. The product is: [Cl:1][C:2]1[N+:7]([O-:27])=[N:6][C:5]([O:8][C:9]2[C:14]([CH3:15])=[CH:13][CH:12]=[CH:11][C:10]=2[CH3:16])=[C:4]([O:17][CH3:18])[CH:3]=1. (2) Given the reactants [C:1]([O:4][CH2:5][C:6]1[C:7](CO)=[C:8]([O:21][CH3:22])[C:9]([C:13]2[CH:18]=[CH:17][C:16](OC)=[CH:15][CH:14]=2)=[C:10]([OH:12])[CH:11]=1)(=[O:3])[CH3:2].C([SiH](CC)CC)C.[C:32](=[O:35])([O-])O.[Na+].[C:37](OCC)(=O)C, predict the reaction product. The product is: [C:1]([O:4][CH2:5][C:6]1[CH:7]=[C:8]([O:21][CH3:22])[C:9]([CH2:13][C:18]2[CH:17]=[CH:16][C:15]([O:35][CH3:32])=[CH:14][CH:37]=2)=[C:10]([OH:12])[CH:11]=1)(=[O:3])[CH3:2]. (3) The product is: [NH2:61][CH:58]1[CH2:57][CH2:56][N:55]([C:52]2[N:53]=[CH:54][C:49]([NH:48][C:46]([C:39]3[O:38][C:37]([N:31]4[CH2:36][CH2:35][CH2:34][CH2:33][CH2:32]4)=[N:41][C:40]=3[C:42]([F:45])([F:44])[F:43])=[O:47])=[CH:50][CH:51]=2)[CH2:60][CH2:59]1. Given the reactants N1(C2N=CC(NC(C3OC(N4CCCCC4)=NC=3C(F)(F)F)=O)=CC=2)CCNCC1.[N:31]1([C:37]2[O:38][C:39]([C:46]([NH:48][C:49]3[CH:50]=[CH:51][C:52]([N:55]4[CH2:60][CH2:59][CH:58]([NH:61]C(=O)OC(C)(C)C)[CH2:57][CH2:56]4)=[N:53][CH:54]=3)=[O:47])=[C:40]([C:42]([F:45])([F:44])[F:43])[N:41]=2)[CH2:36][CH2:35][CH2:34][CH2:33][CH2:32]1, predict the reaction product. (4) Given the reactants [O:1]=[C:2]1[NH:20][C@@H:5]2[CH2:6][N:7]([C:10]([O:12][CH2:13][C:14]3[CH:19]=[CH:18][CH:17]=[CH:16][CH:15]=3)=[O:11])[CH2:8][CH2:9][C@@H:4]2[O:3]1.[O:21](C(OC(C)(C)C)=O)[C:22]([O:24][C:25]([CH3:28])([CH3:27])[CH3:26])=O.C(N(CC)CC)C, predict the reaction product. The product is: [O:1]=[C:2]1[N:20]([C:22]([O:24][C:25]([CH3:28])([CH3:27])[CH3:26])=[O:21])[C@@H:5]2[CH2:6][N:7]([C:10]([O:12][CH2:13][C:14]3[CH:15]=[CH:16][CH:17]=[CH:18][CH:19]=3)=[O:11])[CH2:8][CH2:9][C@@H:4]2[O:3]1.